Dataset: Reaction yield outcomes from USPTO patents with 853,638 reactions. Task: Predict the reaction yield, written as a fraction of the theoretical maximum amount of product (1.0 means a 100% yield; for example, 0.34 means a 34% yield). The reactants are [N+:1]([C:4]1[CH:12]=[CH:11][CH:10]=[C:9]2[C:5]=1[CH:6]=[N:7][N:8]2[CH2:13][CH:14]1[CH2:19][CH2:18][CH2:17][N:16]([C:20](=[O:22])[CH3:21])[CH2:15]1)([O-])=O. The catalyst is CO.[Pd]. The product is [NH2:1][C:4]1[CH:12]=[CH:11][CH:10]=[C:9]2[C:5]=1[CH:6]=[N:7][N:8]2[CH2:13][CH:14]1[CH2:19][CH2:18][CH2:17][N:16]([C:20](=[O:22])[CH3:21])[CH2:15]1. The yield is 1.00.